From a dataset of Catalyst prediction with 721,799 reactions and 888 catalyst types from USPTO. Predict which catalyst facilitates the given reaction. (1) Reactant: [N+:1](=[CH2:3])=[N-].[CH:4](=[C:11]1[NH:15][C:14](=[O:16])[C:13]([N+:17]([O-:19])=[O:18])=[C:12]1O)[C:5]1[CH:10]=[CH:9][CH:8]=[CH:7][CH:6]=1.CN. Product: [CH:4](=[C:11]1[NH:15][C:14](=[O:16])[C:13]([N+:17]([O-:19])=[O:18])=[C:12]1[NH:1][CH3:3])[C:5]1[CH:6]=[CH:7][CH:8]=[CH:9][CH:10]=1. The catalyst class is: 798. (2) Reactant: [ClH:1].Cl.[NH2:3][CH:4]1[CH2:9][CH2:8][N:7]([CH2:10][C@H:11]2[N:22]3[C:23]4[N:14]([C:15](=[O:25])[CH:16]=[N:17][C:18]=4[CH:19]=[CH:20][C:21]3=[O:24])[CH2:13][CH2:12]2)[CH2:6][CH2:5]1.[CH:26]([C:28]1[CH:29]=[C:30]([C:38]#[N:39])[C:31]2[O:36][CH2:35][CH2:34][O:33][C:32]=2[CH:37]=1)=O.C(O)(=O)C.C([O-])(=O)C.[Na+]. Product: [ClH:1].[ClH:1].[O:25]=[C:15]1[N:14]2[C:23]3[N:22]([C@H:11]([CH2:10][N:7]4[CH2:8][CH2:9][CH:4]([NH:3][CH2:26][C:28]5[CH:29]=[C:30]([C:38]#[N:39])[C:31]6[O:36][CH2:35][CH2:34][O:33][C:32]=6[CH:37]=5)[CH2:5][CH2:6]4)[CH2:12][CH2:13]2)[C:21](=[O:24])[CH:20]=[CH:19][C:18]=3[N:17]=[CH:16]1. The catalyst class is: 5. (3) Reactant: [ClH:1].CCOCC.C(OC(=O)[NH:13][CH2:14][C:15]1[CH:23]=[CH:22][CH:21]=[C:20]2[C:16]=1[C:17](=[O:34])[N:18]([C:25]1([CH3:33])[CH2:30][CH2:29][C:28](=[O:31])[NH:27][C:26]1=[O:32])[C:19]2=[O:24])(C)(C)C. Product: [ClH:1].[NH2:13][CH2:14][C:15]1[CH:23]=[CH:22][CH:21]=[C:20]2[C:16]=1[C:17](=[O:34])[N:18]([C:25]1([CH3:33])[CH2:30][CH2:29][C:28](=[O:31])[NH:27][C:26]1=[O:32])[C:19]2=[O:24]. The catalyst class is: 13.